Task: Predict the reactants needed to synthesize the given product.. Dataset: Full USPTO retrosynthesis dataset with 1.9M reactions from patents (1976-2016) (1) Given the product [F:30][CH:28]([F:29])[O:27][C:24]1[CH:25]=[CH:26][C:21]([N:13]([CH2:14][C:15]2[CH:16]=[N:17][CH:18]=[CH:19][CH:20]=2)[C:10]2[CH:9]=[CH:8][C:7]([C:6]([OH:34])=[O:5])=[CH:12][CH:11]=2)=[CH:22][C:23]=1[O:31][CH2:32][CH3:33], predict the reactants needed to synthesize it. The reactants are: C([O:5][C:6](=[O:34])[C:7]1[CH:12]=[CH:11][C:10]([N:13]([C:21]2[CH:26]=[CH:25][C:24]([O:27][CH:28]([F:30])[F:29])=[C:23]([O:31][CH2:32][CH3:33])[CH:22]=2)[CH2:14][C:15]2[CH:16]=[N:17][CH:18]=[CH:19][CH:20]=2)=[CH:9][CH:8]=1)(C)(C)C.[OH-].[K+]. (2) Given the product [CH3:34][NH:23][C:20]1[N:21]=[CH:22][C:17]([C:8]2[N:9]=[C:10]([N:11]3[CH2:16][CH2:15][O:14][CH2:13][CH2:12]3)[C:5]3[S:4][C:3]([C:24]4[CH:29]=[CH:28][CH:27]=[C:26]([S:30]([CH3:33])(=[O:32])=[O:31])[CH:25]=4)=[C:2]([CH3:1])[C:6]=3[N:7]=2)=[CH:18][N:19]=1, predict the reactants needed to synthesize it. The reactants are: [CH3:1][C:2]1[C:6]2[N:7]=[C:8]([C:17]3[CH:18]=[N:19][C:20]([NH2:23])=[N:21][CH:22]=3)[N:9]=[C:10]([N:11]3[CH2:16][CH2:15][O:14][CH2:13][CH2:12]3)[C:5]=2[S:4][C:3]=1[C:24]1[CH:29]=[CH:28][CH:27]=[C:26]([S:30]([CH3:33])(=[O:32])=[O:31])[CH:25]=1.[CH3:34]N1CCCC1=O.CI. (3) The reactants are: Cl[C:2]1[N:3]=[C:4]([N:12]2[CH2:17][CH2:16][O:15][CH2:14][CH2:13]2)[C:5]2[S:10][C:9](I)=[CH:8][C:6]=2[N:7]=1.CC1(C)C(C)(C)OB([C:26]2[CH:27]=[N:28][NH:29][CH:30]=2)O1. Given the product [NH:28]1[C:27]2[C:26](=[C:4]([C:2]3[N:3]=[C:4]([N:12]4[CH2:17][CH2:16][O:15][CH2:14][CH2:13]4)[C:5]4[S:10][C:9]([C:26]5[CH:30]=[N:29][NH:28][CH:27]=5)=[CH:8][C:6]=4[N:7]=3)[CH:5]=[CH:6][CH:8]=2)[CH:30]=[N:29]1, predict the reactants needed to synthesize it. (4) The reactants are: [C:1]1([C:7]2[CH:16]=[CH:15][CH:14]=[C:13]3[C:8]=2[C:9]([NH:31][CH2:32][C:33]2[CH:38]=[CH:37][CH:36]=[CH:35][N:34]=2)=[N:10][C:11]([C:17]2[CH:18]=[C:19]([S:23]([NH:26][P:27](=[O:30])([OH:29])[OH:28])(=[O:25])=[O:24])[CH:20]=[N:21][CH:22]=2)=[N:12]3)[CH:6]=[CH:5][CH:4]=[CH:3][CH:2]=1.[OH-].[Mg+2:40].[OH-]. Given the product [C:1]1([C:7]2[CH:16]=[CH:15][CH:14]=[C:13]3[C:8]=2[C:9]([NH:31][CH2:32][C:33]2[CH:38]=[CH:37][CH:36]=[CH:35][N:34]=2)=[N:10][C:11]([C:17]2[CH:18]=[C:19]([S:23]([NH:26][P:27](=[O:28])([O-:29])[O-:30])(=[O:24])=[O:25])[CH:20]=[N:21][CH:22]=2)=[N:12]3)[CH:2]=[CH:3][CH:4]=[CH:5][CH:6]=1.[Mg+2:40], predict the reactants needed to synthesize it. (5) Given the product [CH3:10][O:11][C:12]1[CH:21]=[CH:20][C:15]([C:16](=[O:19])[CH2:17][NH:9][C:6]2[CH:7]=[CH:8][C:3]([O:2][CH3:1])=[CH:4][CH:5]=2)=[CH:14][CH:13]=1, predict the reactants needed to synthesize it. The reactants are: [CH3:1][O:2][C:3]1[CH:8]=[CH:7][C:6]([NH2:9])=[CH:5][CH:4]=1.[CH3:10][O:11][C:12]1[CH:21]=[CH:20][C:15]([C:16](=[O:19])[CH2:17]Br)=[CH:14][CH:13]=1.C(N(CC)CC)C.